The task is: Predict the reaction yield, written as a fraction of the theoretical maximum amount of product (1.0 means a 100% yield; for example, 0.34 means a 34% yield).. This data is from Reaction yield outcomes from USPTO patents with 853,638 reactions. (1) The reactants are [Br-].[C:2]([O:6][C:7](=[O:10])[CH2:8][Zn+])([CH3:5])([CH3:4])[CH3:3].Br[C:12]1[CH:36]=[CH:35][C:34]([C:37]([F:40])([F:39])[F:38])=[CH:33][C:13]=1[C:14](/[N:16]=[C:17]1/[N:18]([CH2:27][C@H:28]2[CH2:32][CH2:31][CH2:30][O:29]2)[N:19]([CH3:26])[C:20]([C:22]([CH3:25])([CH3:24])[CH3:23])=[CH:21]/1)=[O:15].C1(P(C2CCCCC2)C2C=CC=CC=2C2C(OC)=CC=CC=2OC)CCCCC1. The catalyst is CCOCC.C([O-])(=O)C.[Pd+2].C([O-])(=O)C. The product is [C:22]([C:20]1[N:19]([CH3:26])[N:18]([CH2:27][C@H:28]2[CH2:32][CH2:31][CH2:30][O:29]2)/[C:17](=[N:16]/[C:14]([C:13]2[CH:33]=[C:34]([C:37]([F:38])([F:39])[F:40])[CH:35]=[CH:36][C:12]=2[CH2:8][C:7]([O:6][C:2]([CH3:5])([CH3:4])[CH3:3])=[O:10])=[O:15])/[CH:21]=1)([CH3:25])([CH3:23])[CH3:24]. The yield is 0.682. (2) The catalyst is C(O)(=O)C. The reactants are [O:1]1[C:5]2[CH:6]=[CH:7][C:8]([C:10]3([C:13]([NH:15][C:16]4[CH:17]=[C:18]5[C:22](=[CH:23][CH:24]=4)[NH:21][C:20]([C:25]([CH3:28])([CH3:27])[CH3:26])=[CH:19]5)=[O:14])[CH2:12][CH2:11]3)=[CH:9][C:4]=2[O:3][CH2:2]1.[BH3-]C#N.[Na+]. The yield is 0.890. The product is [O:1]1[C:5]2[CH:6]=[CH:7][C:8]([C:10]3([C:13]([NH:15][C:16]4[CH:17]=[C:18]5[C:22](=[CH:23][CH:24]=4)[NH:21][CH:20]([C:25]([CH3:28])([CH3:27])[CH3:26])[CH2:19]5)=[O:14])[CH2:12][CH2:11]3)=[CH:9][C:4]=2[O:3][CH2:2]1.